Dataset: Reaction yield outcomes from USPTO patents with 853,638 reactions. Task: Predict the reaction yield, written as a fraction of the theoretical maximum amount of product (1.0 means a 100% yield; for example, 0.34 means a 34% yield). (1) The reactants are Cl[CH2:2][C:3]1([CH3:16])[O:7][C:6](=[O:8])[N:5]([C:9]2[CH:14]=[CH:13][C:12]([Cl:15])=[CH:11][N:10]=2)[CH2:4]1.[N-:17]=[N+:18]=[N-:19].[Na+]. The catalyst is CN(C)C=O.O. The product is [N:17]([CH2:2][C:3]1([CH3:16])[O:7][C:6](=[O:8])[N:5]([C:9]2[CH:14]=[CH:13][C:12]([Cl:15])=[CH:11][N:10]=2)[CH2:4]1)=[N+:18]=[N-:19]. The yield is 0.550. (2) The reactants are [CH2:1]([C:4]1[CH:9]=[CH:8][C:7](B(O)O)=[CH:6][CH:5]=1)[CH2:2][CH3:3].Br[C:14]1[S:18][C:17]([S:19]([N:22]2[CH:26]=[CH:25][CH:24]=[CH:23]2)(=[O:21])=[O:20])=[CH:16][CH:15]=1. No catalyst specified. The product is [CH2:1]([C:4]1[CH:9]=[CH:8][C:7]([C:14]2[S:18][C:17]([S:19]([N:22]3[CH:26]=[CH:25][CH:24]=[CH:23]3)(=[O:20])=[O:21])=[CH:16][CH:15]=2)=[CH:6][CH:5]=1)[CH2:2][CH3:3]. The yield is 0.550. (3) The reactants are [CH3:1][O:2][C:3]([C:5]1[S:6][C:7]([CH:35]2[CH2:40][CH2:39][C:38]([CH3:42])([CH3:41])[CH2:37][CH2:36]2)=[CH:8][C:9]=1[N:10]([C:26]([C@H:28]1[CH2:33][CH2:32][C@H:31]([CH3:34])[CH2:30][CH2:29]1)=[O:27])[C@H:11]1[CH2:16][CH2:15][C@H:14]([N:17]2[CH:21]=[C:20]([Si](C)(C)C)[N:19]=[N:18]2)[CH2:13][CH2:12]1)=[O:4].CCCC[N+](CCCC)(CCCC)CCCC.[F-].O.[Cl-].[NH4+]. The catalyst is C1COCC1. The product is [CH3:1][O:2][C:3]([C:5]1[S:6][C:7]([CH:35]2[CH2:36][CH2:37][C:38]([CH3:41])([CH3:42])[CH2:39][CH2:40]2)=[CH:8][C:9]=1[N:10]([C:26]([C@H:28]1[CH2:33][CH2:32][C@H:31]([CH3:34])[CH2:30][CH2:29]1)=[O:27])[C@H:11]1[CH2:12][CH2:13][C@H:14]([N:17]2[CH:21]=[CH:20][N:19]=[N:18]2)[CH2:15][CH2:16]1)=[O:4]. The yield is 0.550. (4) The catalyst is O1CCOCC1.C1C=CC([P]([Pd]([P](C2C=CC=CC=2)(C2C=CC=CC=2)C2C=CC=CC=2)([P](C2C=CC=CC=2)(C2C=CC=CC=2)C2C=CC=CC=2)[P](C2C=CC=CC=2)(C2C=CC=CC=2)C2C=CC=CC=2)(C2C=CC=CC=2)C2C=CC=CC=2)=CC=1. The yield is 0.760. The product is [CH2:31]([N:24]([CH:25]1[CH2:30][CH2:29][O:28][CH2:27][CH2:26]1)[C:4]1[C:5]([CH3:23])=[C:6]([CH:22]=[C:2]([C:41]2[CH:46]=[N:45][C:44]([CH:47]=[O:48])=[CH:43][CH:42]=2)[CH:3]=1)[C:7]([NH:9][CH2:10][C:11]1[C:12](=[O:21])[NH:13][C:14]([CH3:20])=[CH:15][C:16]=1[CH2:17][CH2:18][CH3:19])=[O:8])[CH3:32]. The reactants are Br[C:2]1[CH:3]=[C:4]([N:24]([CH2:31][CH3:32])[CH:25]2[CH2:30][CH2:29][O:28][CH2:27][CH2:26]2)[C:5]([CH3:23])=[C:6]([CH:22]=1)[C:7]([NH:9][CH2:10][C:11]1[C:12](=[O:21])[NH:13][C:14]([CH3:20])=[CH:15][C:16]=1[CH2:17][CH2:18][CH3:19])=[O:8].CC1(C)C(C)(C)OB([C:41]2[CH:42]=[CH:43][C:44]([CH:47]=[O:48])=[N:45][CH:46]=2)O1.C([O-])([O-])=O.[Na+].[Na+].